From a dataset of Reaction yield outcomes from USPTO patents with 853,638 reactions. Predict the reaction yield, written as a fraction of the theoretical maximum amount of product (1.0 means a 100% yield; for example, 0.34 means a 34% yield). (1) The reactants are [CH2:1]([N:3]([C:17]1[C:18]([CH3:28])=[N:19][N:20]([C:22]2[CH:23]=[N:24][CH:25]=[CH:26][CH:27]=2)[CH:21]=1)[C:4](=[O:16])[CH2:5][C:6]([OH:15])([C:11]([F:14])([F:13])[F:12])[C:7]([F:10])([F:9])[F:8])[CH3:2].[H-].[Na+].IC.[CH3:33]COC(C)=O.CCCCCC. The catalyst is CN(C=O)C.O. The product is [CH2:1]([N:3]([C:17]1[C:18]([CH3:28])=[N:19][N:20]([C:22]2[CH:23]=[N:24][CH:25]=[CH:26][CH:27]=2)[CH:21]=1)[C:4](=[O:16])[CH2:5][C:6]([O:15][CH3:33])([C:7]([F:9])([F:8])[F:10])[C:11]([F:14])([F:12])[F:13])[CH3:2]. The yield is 0.273. (2) The reactants are C([N:5]1[C:10](=[O:11])[C:9]([C:12]([O:14]C)=[O:13])=[CH:8][C:7]([C:16]2[CH:21]=[CH:20][C:19]([C:22](F)(F)F)=[CH:18][CH:17]=2)=[N:6]1)C(C)C.[C:26]1([C:26]2[CH:31]=[CH:30]C=[CH:28][CH:27]=2)[CH:31]=[CH:30]C(C(=O)CC(C(OCC)=O)(O)C(OCC)=O)=[CH:28][CH:27]=1. No catalyst specified. The product is [C:19]1([C:22]2[CH:30]=[CH:31][CH:26]=[CH:27][CH:28]=2)[CH:18]=[CH:17][C:16]([C:7]2[CH:8]=[C:9]([C:12]([OH:14])=[O:13])[C:10](=[O:11])[NH:5][N:6]=2)=[CH:21][CH:20]=1. The yield is 0.902. (3) The reactants are [C:1]([CH:4]([CH:10]([CH3:19])[C:11](=O)[C:12]1[CH:17]=[CH:16][CH:15]=[CH:14][CH:13]=1)[C:5]([O:7][CH2:8][CH3:9])=[O:6])(=O)[CH3:2].C([O-])(=O)C.[NH4+:24]. No catalyst specified. The product is [CH3:2][C:1]1[NH:24][C:11]([C:12]2[CH:17]=[CH:16][CH:15]=[CH:14][CH:13]=2)=[C:10]([CH3:19])[C:4]=1[C:5]([O:7][CH2:8][CH3:9])=[O:6]. The yield is 0.910. (4) The reactants are N[C:2]1[CH:15]=[CH:14][C:5]2[C:6]([C:9]([O:11][CH2:12][CH3:13])=[O:10])=[N:7][O:8][C:4]=2[CH:3]=1.N([O-])=[O:17].[Na+]. The catalyst is S(=O)(=O)(O)O.O.[N+]([O-])([O-])=O.[Cu+2].[N+]([O-])([O-])=O.[Cu-]=O. The product is [OH:17][C:2]1[CH:15]=[CH:14][C:5]2[C:6]([C:9]([O:11][CH2:12][CH3:13])=[O:10])=[N:7][O:8][C:4]=2[CH:3]=1. The yield is 0.990. (5) The reactants are [Br:1][C:2]1[CH:3]=[C:4]([CH:10]=[C:11]([N+:19]([O-])=O)[C:12]=1[O:13][CH2:14][C:15](OC)=[O:16])[C:5]([O:7][CH2:8][CH3:9])=[O:6]. The catalyst is [Zn]. The product is [Br:1][C:2]1[C:12]2[O:13][CH2:14][C:15](=[O:16])[NH:19][C:11]=2[CH:10]=[C:4]([C:5]([O:7][CH2:8][CH3:9])=[O:6])[CH:3]=1. The yield is 0.360.